This data is from Full USPTO retrosynthesis dataset with 1.9M reactions from patents (1976-2016). The task is: Predict the reactants needed to synthesize the given product. (1) Given the product [N:6]1[CH:7]=[CH:8][CH:9]=[C:4]([C:13]2[CH:14]=[C:15]([OH:19])[CH:16]=[CH:17][CH:18]=2)[CH:5]=1, predict the reactants needed to synthesize it. The reactants are: C(B(CC)[C:4]1[CH:5]=[N:6][CH:7]=[CH:8][CH:9]=1)C.Br[C:13]1[CH:14]=[C:15]([OH:19])[CH:16]=[CH:17][CH:18]=1.C([O-])([O-])=O.[Na+].[Na+]. (2) Given the product [N:27]([CH:22]([C:9]1[N:8]([CH2:1][C:2]2[CH:7]=[CH:6][CH:5]=[CH:4][CH:3]=2)[C:20](=[O:21])[C:19]2[S:18][C:17]3[N:16]=[CH:15][CH:14]=[CH:13][C:12]=3[C:11]=2[N:10]=1)[CH:23]([CH3:25])[CH3:24])=[N+:28]=[N-:29], predict the reactants needed to synthesize it. The reactants are: [CH2:1]([N:8]1[C:20](=[O:21])[C:19]2[S:18][C:17]3[N:16]=[CH:15][CH:14]=[CH:13][C:12]=3[C:11]=2[N:10]=[C:9]1[CH:22](Br)[CH:23]([CH3:25])[CH3:24])[C:2]1[CH:7]=[CH:6][CH:5]=[CH:4][CH:3]=1.[N-:27]=[N+:28]=[N-:29].[Na+]. (3) The reactants are: Cl[CH2:2][C:3]([NH:5][C:6]1[CH:11]=[CH:10][C:9]([CH:12]([N:18]2[CH:22]=[N:21][CH:20]=[N:19]2)[CH:13]([CH2:16][CH3:17])[CH2:14][CH3:15])=[CH:8][CH:7]=1)=[O:4].[CH3:23][N:24]1[CH2:29][CH2:28][NH:27][CH2:26][CH2:25]1.C([O-])([O-])=O.[K+].[K+].O. Given the product [CH2:14]([CH:13]([CH2:16][CH3:17])[CH:12]([C:9]1[CH:10]=[CH:11][C:6]([NH:5][C:3](=[O:4])[CH2:2][N:27]2[CH2:28][CH2:29][N:24]([CH3:23])[CH2:25][CH2:26]2)=[CH:7][CH:8]=1)[N:18]1[CH:22]=[N:21][CH:20]=[N:19]1)[CH3:15], predict the reactants needed to synthesize it. (4) Given the product [CH3:12][C:9]1([CH3:13])[C:10]2[CH:11]=[C:2]([C:26](=[O:28])[CH3:27])[CH:3]=[CH:4][C:5]=2[C:6]([C:14]2[CH:19]=[CH:18][C:17]([CH3:20])=[CH:16][CH:15]=2)=[CH:7][CH2:8]1, predict the reactants needed to synthesize it. The reactants are: Br[C:2]1[CH:11]=[C:10]2[C:5]([C:6]([C:14]3[CH:19]=[CH:18][C:17]([CH3:20])=[CH:16][CH:15]=3)=[CH:7][CH2:8][C:9]2([CH3:13])[CH3:12])=[CH:4][CH:3]=1.C([Sn](CCCC)(CCCC)[C:26]([O:28]CC)=[CH2:27])CCC.Cl.C(OCC)(=O)C.